Dataset: Blood-brain barrier penetration binary classification data from Martins et al.. Task: Regression/Classification. Given a drug SMILES string, predict its absorption, distribution, metabolism, or excretion properties. Task type varies by dataset: regression for continuous measurements (e.g., permeability, clearance, half-life) or binary classification for categorical outcomes (e.g., BBB penetration, CYP inhibition). Dataset: bbb_martins. (1) The drug is Cc1cccc(/C=N/N2CCN(C(c3ccccc3)c3ccccc3)CC2)n1. The result is 1 (penetrates BBB). (2) The drug is CC(=O)C1=C(O)[C@@]2(O)C(=O)c3c(c(C)c4ccc(C)c(O)c4c3O)C[C@H]2[C@@H](N)C1=O. The result is 0 (does not penetrate BBB). (3) The compound is CN1CCC(=C2c3ccccc3Sc3ccccc32)CC1. The result is 1 (penetrates BBB). (4) The molecule is CCc1ccc2c(c1)N(CC(C)CN(C)C)c1ccccc1S2. The result is 1 (penetrates BBB).